From a dataset of Reaction yield outcomes from USPTO patents with 853,638 reactions. Predict the reaction yield, written as a fraction of the theoretical maximum amount of product (1.0 means a 100% yield; for example, 0.34 means a 34% yield). The reactants are [F:1][C:2]1[CH:40]=[N:39][C:5]2[N:6]([C:30]3[CH:31]=[C:32]([CH:36]=[CH:37][CH:38]=3)[C:33](O)=[O:34])[C:7](=[O:29])[N:8]([C@H:11]3[CH2:16][CH2:15][C@@H:14]([NH:17][C:18]([C:20]4[N:21]=[C:22]5[CH:27]=[CH:26][CH:25]=[CH:24][N:23]5[CH:28]=4)=[O:19])[CH2:13][CH2:12]3)[C:9](=[O:10])[C:4]=2[CH:3]=1.CCN(C(C)C)C(C)C.CN(C(ON1N=NC2C=CC=NC1=2)=[N+](C)C)C.F[P-](F)(F)(F)(F)F.[C:74]([O:78][C:79](=[O:84])[NH:80][CH2:81][CH2:82][NH2:83])([CH3:77])([CH3:76])[CH3:75]. The catalyst is CN(C=O)C. The product is [F:1][C:2]1[CH:40]=[N:39][C:5]2[N:6]([C:30]3[CH:31]=[C:32]([CH:36]=[CH:37][CH:38]=3)[C:33]([NH:83][CH2:82][CH2:81][NH:80][C:79](=[O:84])[O:78][C:74]([CH3:77])([CH3:75])[CH3:76])=[O:34])[C:7](=[O:29])[N:8]([C@H:11]3[CH2:16][CH2:15][C@@H:14]([NH:17][C:18]([C:20]4[N:21]=[C:22]5[CH:27]=[CH:26][CH:25]=[CH:24][N:23]5[CH:28]=4)=[O:19])[CH2:13][CH2:12]3)[C:9](=[O:10])[C:4]=2[CH:3]=1. The yield is 0.100.